From a dataset of Retrosynthesis with 50K atom-mapped reactions and 10 reaction types from USPTO. Predict the reactants needed to synthesize the given product. (1) Given the product COc1cc(N2CCS(=O)CC2)ccc1-c1nnc(-c2c(-c3ccccc3)noc2C)o1, predict the reactants needed to synthesize it. The reactants are: COc1cc(N2CCSCC2)ccc1-c1nnc(-c2c(-c3ccccc3)noc2C)o1.O=S([O-])O. (2) Given the product CNC(=O)c1ccc(Oc2cc3c(cc2I)CCN(C(=O)OC(C)(C)C)CC3)nc1, predict the reactants needed to synthesize it. The reactants are: CC(C)(C)OC(=O)N1CCc2cc(O)c(I)cc2CC1.CNC(=O)c1ccc(Cl)nc1. (3) Given the product c1ccc(-c2cccc(C3CCNCC3)c2)cc1, predict the reactants needed to synthesize it. The reactants are: C1=C(c2cccc(-c3ccccc3)c2)CCNC1. (4) Given the product COC(=O)C1CN(C(=O)OC(C)(C)C)CCN1Cc1cccc2ccccc12, predict the reactants needed to synthesize it. The reactants are: COC(=O)C1CN(C(=O)OC(C)(C)C)CCN1.O=Cc1cccc2ccccc12. (5) Given the product O=C(N[C@@H]1CN2CCC1CC2)c1cccc2oc(-c3ccc(Cl)s3)nc12, predict the reactants needed to synthesize it. The reactants are: N[C@@H]1CN2CCC1CC2.O=C(O)c1cccc2oc(-c3ccc(Cl)s3)nc12. (6) Given the product CC(C)C[C@@H](O)C(=O)OCc1ccc([N+](=O)[O-])cc1, predict the reactants needed to synthesize it. The reactants are: CC(C)C[C@@H](O)C(=O)O.O=[N+]([O-])c1ccc(CBr)cc1.